This data is from Forward reaction prediction with 1.9M reactions from USPTO patents (1976-2016). The task is: Predict the product of the given reaction. (1) Given the reactants [CH3:1][O:2][C:3]1[CH:4]=[C:5]([S:11](Cl)(=[O:13])=[O:12])[CH:6]=[CH:7][C:8]=1[O:9][CH3:10].C(N(CC)CC)C.[CH2:22]([NH2:28])[CH2:23][CH2:24][CH2:25][CH2:26][CH3:27], predict the reaction product. The product is: [CH2:22]([NH:28][S:11]([C:5]1[CH:6]=[CH:7][C:8]([O:9][CH3:10])=[C:3]([O:2][CH3:1])[CH:4]=1)(=[O:13])=[O:12])[CH2:23][CH2:24][CH2:25][CH2:26][CH3:27]. (2) Given the reactants O=C(CC)CO[S:5]([C:8]1[CH:13]=[CH:12]C(C)=C[CH:9]=1)(=O)=O.[C:17]([CH2:19][C:20]([O:22][CH2:23][CH3:24])=[O:21])#[N:18].[S-2].[Na+].[Na+].C(N(CC)CC)C, predict the reaction product. The product is: [CH2:23]([O:22][C:20]([C:19]1[CH:9]=[C:8]([CH2:13][CH3:12])[S:5][C:17]=1[NH2:18])=[O:21])[CH3:24].